This data is from TCR-epitope binding with 47,182 pairs between 192 epitopes and 23,139 TCRs. The task is: Binary Classification. Given a T-cell receptor sequence (or CDR3 region) and an epitope sequence, predict whether binding occurs between them. (1) The epitope is KLPDDFTGCV. The TCR CDR3 sequence is CASSEYSRFSLHF. Result: 1 (the TCR binds to the epitope). (2) The epitope is LLFNKVTLA. The TCR CDR3 sequence is CASSQVNHWNEQFF. Result: 0 (the TCR does not bind to the epitope). (3) The epitope is RILGAGCFV. The TCR CDR3 sequence is CASSPLSGQGLSEKLFF. Result: 0 (the TCR does not bind to the epitope).